From a dataset of Reaction yield outcomes from USPTO patents with 853,638 reactions. Predict the reaction yield, written as a fraction of the theoretical maximum amount of product (1.0 means a 100% yield; for example, 0.34 means a 34% yield). (1) The reactants are [O:1]=[C:2]1[CH:7]=[CH:6][C:5](=[O:8])[C:4]([C:9]([O:11][CH3:12])=[O:10])=[CH:3]1.[CH2:13]([O:15][C:16]1[CH:23]=[CH:22][C:19]([CH:20]=[CH2:21])=[CH:18][CH:17]=1)[CH3:14].C(=O)([O-])O.[Na+]. The catalyst is C(O)(C)C.[Ti](Cl)(Cl)(Cl)Cl.CC(C)[O-].[Ti+4].CC(C)[O-].CC(C)[O-].CC(C)[O-].ClCCl. The product is [CH2:13]([O:15][C:16]1[CH:23]=[CH:22][C:19]([CH:20]2[CH2:21][C:3]3=[C:4]([C:9]([O:11][CH3:12])=[O:10])[C:5]([OH:8])=[CH:6][CH:7]=[C:2]3[O:1]2)=[CH:18][CH:17]=1)[CH3:14]. The yield is 0.290. (2) The reactants are Br[C:2]1[CH:7]=[CH:6][C:5]([C:8]2[C:9]3[C:14]([C:15]([C:22]4[CH:27]=[CH:26][CH:25]=[CH:24][CH:23]=4)=[C:16]4[C:21]=2[CH:20]=[CH:19][CH:18]=[CH:17]4)=[CH:13][CH:12]=[CH:11][CH:10]=3)=[CH:4][CH:3]=1.C([Li])CCC.[B:33]([O:38]C)(OC)[O:34]C.Cl. The catalyst is O1CCCC1. The product is [C:5]1([C:8]2[C:9]3[C:14](=[CH:13][CH:12]=[CH:11][CH:10]=3)[C:15]([C:22]3[CH:23]=[CH:24][C:25]([B:33]([OH:38])[OH:34])=[CH:26][CH:27]=3)=[C:16]3[C:21]=2[CH:20]=[CH:19][CH:18]=[CH:17]3)[CH:6]=[CH:7][CH:2]=[CH:3][CH:4]=1. The yield is 0.840. (3) The reactants are [CH3:1][C:2]([C:4]1[CH:9]=[C:8]([Cl:10])[CH:7]=[CH:6][C:5]=1[Cl:11])=[O:3].[Br-:12].[Br-].[Br-].C1([N+](C)(C)C)C=CC=CC=1.C1([N+](C)(C)C)C=CC=CC=1.C1([N+](C)(C)C)C=CC=CC=1. The catalyst is O1CCCC1. The product is [Br:12][CH2:1][C:2]([C:4]1[CH:9]=[C:8]([Cl:10])[CH:7]=[CH:6][C:5]=1[Cl:11])=[O:3]. The yield is 0.525. (4) The reactants are Br[C:2]1[CH:7]=[CH:6][C:5]([C:8]2[NH:12][C:11]([C@@H:13]3[CH2:17][C@@H:16]([F:18])[CH2:15][N:14]3[C:19](=[O:29])[C@@H:20]([NH:24][C:25](=[O:28])[O:26][CH3:27])[CH:21]([CH3:23])[CH3:22])=[N:10][CH:9]=2)=[CH:4][CH:3]=1.[CH3:30][C:31]1([CH3:47])[C:35]([CH3:37])([CH3:36])[O:34][B:33]([B:33]2[O:34][C:35]([CH3:37])([CH3:36])[C:31]([CH3:47])([CH3:30])[O:32]2)[O:32]1.C([O-])(=O)C.[K+]. The catalyst is O1CCOCC1. The product is [F:18][C@H:16]1[CH2:15][N:14]([C:19](=[O:29])[C@@H:20]([NH:24][C:25](=[O:28])[O:26][CH3:27])[CH:21]([CH3:23])[CH3:22])[C@H:13]([C:11]2[NH:12][C:8]([C:5]3[CH:6]=[CH:7][C:2]([B:33]4[O:34][C:35]([CH3:37])([CH3:36])[C:31]([CH3:47])([CH3:30])[O:32]4)=[CH:3][CH:4]=3)=[CH:9][N:10]=2)[CH2:17]1. The yield is 0.803.